Dataset: Forward reaction prediction with 1.9M reactions from USPTO patents (1976-2016). Task: Predict the product of the given reaction. (1) Given the reactants [F:1][C:2]1[CH:7]=[C:6](B(O)O)[CH:5]=[CH:4][N:3]=1.I[C:12]1[CH:17]=[CH:16][CH:15]=[CH:14][C:13]=1[C:18]([N:20]1[C@H:25]([CH3:26])[C@@H:24]2[CH2:27][C@H:21]1[C@H:22]([O:28][C:29]1[CH:34]=[CH:33][C:32]([C:35]([F:38])([F:37])[F:36])=[CH:31][N:30]=1)[CH2:23]2)=[O:19], predict the reaction product. The product is: [F:1][C:2]1[CH:7]=[C:6]([C:12]2[CH:17]=[CH:16][CH:15]=[CH:14][C:13]=2[C:18]([N:20]2[C@H:21]3[CH2:27][C@H:24]([CH2:23][C@H:22]3[O:28][C:29]3[CH:34]=[CH:33][C:32]([C:35]([F:38])([F:36])[F:37])=[CH:31][N:30]=3)[C@H:25]2[CH3:26])=[O:19])[CH:5]=[CH:4][N:3]=1. (2) Given the reactants [CH2:1]([N:5]1[C:13]2[N:12]=[CH:11][N:10]([CH2:14][C:15]3[CH:20]=[CH:19][CH:18]=[CH:17][CH:16]=3)[C:9]=2[C:8](=[O:21])[NH:7][C:6]1=[O:22])[CH2:2][CH2:3][CH3:4].C(=O)([O-])[O-].[K+].[K+].[CH2:29](Br)[C:30]1[CH:35]=[CH:34][CH:33]=[CH:32][CH:31]=1, predict the reaction product. The product is: [CH2:1]([N:5]1[C:13]2[N:12]=[CH:11][N:10]([CH2:14][C:15]3[CH:16]=[CH:17][CH:18]=[CH:19][CH:20]=3)[C:9]=2[C:8](=[O:21])[N:7]([CH2:29][C:30]2[CH:35]=[CH:34][CH:33]=[CH:32][CH:31]=2)[C:6]1=[O:22])[CH2:2][CH2:3][CH3:4]. (3) The product is: [F:45][C:46]([F:51])([F:50])[C:47]([OH:49])=[O:48].[C:41]([C:39]1[CH:38]=[CH:37][C:33]([C:34]([NH:1][C:2]2[C:3]([C:8]([NH:10][C:11]3[CH:16]=[CH:15][C:14]([Cl:17])=[CH:13][N:12]=3)=[O:9])=[N:4][CH:5]=[CH:6][CH:7]=2)=[O:35])=[C:32]([O:31][CH:28]2[CH2:27][CH2:26][NH:25][CH2:30][CH2:29]2)[CH:40]=1)([CH3:44])([CH3:42])[CH3:43]. Given the reactants [NH2:1][C:2]1[C:3]([C:8]([NH:10][C:11]2[CH:16]=[CH:15][C:14]([Cl:17])=[CH:13][N:12]=2)=[O:9])=[N:4][CH:5]=[CH:6][CH:7]=1.C(OC([N:25]1[CH2:30][CH2:29][CH:28]([O:31][C:32]2[CH:40]=[C:39]([C:41]([CH3:44])([CH3:43])[CH3:42])[CH:38]=[CH:37][C:33]=2[C:34](O)=[O:35])[CH2:27][CH2:26]1)=O)(C)(C)C.[F:45][C:46]([F:51])([F:50])[C:47]([O-:49])=[O:48], predict the reaction product.